Dataset: Forward reaction prediction with 1.9M reactions from USPTO patents (1976-2016). Task: Predict the product of the given reaction. Given the reactants CC([N:5]([CH2:9][CH2:10][CH2:11][N:12]1[CH2:17][CH2:16][CH:15]([O:18][C:19]2[CH:20]=[C:21]([CH2:29][CH2:30][CH2:31][CH3:32])[CH:22]=[C:23]3[C:28]=2[N:27]=[CH:26][CH:25]=[CH:24]3)[CH2:14][CH2:13]1)C(=O)[O-])(C)C.Cl, predict the reaction product. The product is: [CH2:29]([C:21]1[CH:22]=[C:23]2[C:28](=[C:19]([O:18][CH:15]3[CH2:16][CH2:17][N:12]([CH2:11][CH2:10][CH2:9][NH2:5])[CH2:13][CH2:14]3)[CH:20]=1)[N:27]=[CH:26][CH:25]=[CH:24]2)[CH2:30][CH2:31][CH3:32].